This data is from Full USPTO retrosynthesis dataset with 1.9M reactions from patents (1976-2016). The task is: Predict the reactants needed to synthesize the given product. (1) Given the product [C:13]([O:17][C:18]([N:20]1[C@@H:24](/[CH:25]=[CH:11]\[C:8]2([C:5]3[CH:4]=[CH:3][C:2]([I:1])=[CH:7][CH:6]=3)[CH2:9][CH2:10]2)[CH2:23][O:22][C:21]1([CH3:38])[CH3:39])=[O:19])([CH3:16])([CH3:14])[CH3:15], predict the reactants needed to synthesize it. The reactants are: [I:1][C:2]1[CH:7]=[CH:6][C:5]([C:8]2([CH:11]=O)[CH2:10][CH2:9]2)=[CH:4][CH:3]=1.[C:13]([O:17][C:18]([N:20]1[C@@H:24]([CH2:25]S(C2SC3C=CC=CC=3N=2)(=O)=O)[CH2:23][O:22][C:21]1([CH3:39])[CH3:38])=[O:19])([CH3:16])([CH3:15])[CH3:14].[Li+].C[Si]([N-][Si](C)(C)C)(C)C. (2) Given the product [CH3:15][CH:7]1[C:6]2[C:5]([OH:4])=[CH:14][CH:13]=[CH:12][C:11]=2[O:10][CH2:9][CH2:8]1, predict the reactants needed to synthesize it. The reactants are: COC[O:4][C:5]1[CH:14]=[CH:13][CH:12]=[C:11]2[C:6]=1[CH:7]([CH3:15])[CH2:8][CH2:9][O:10]2.Cl.O. (3) Given the product [CH3:1][O:2][C:3]1[C:4](=[O:35])[C:5]([CH3:34])=[C:6]([CH2:12][C:13]2[CH:14]=[CH:15][C:16]([OH:30])=[C:17]([CH:29]=2)[C:18]([NH:20][C:21]2[CH:22]=[CH:23][C:24]([C:27]#[N:28])=[CH:25][CH:26]=2)=[O:19])[C:7](=[O:11])[C:8]=1[O:9][CH3:10], predict the reactants needed to synthesize it. The reactants are: [CH3:1][O:2][C:3]1[C:4](=[O:35])[C:5]([CH3:34])=[C:6]([CH2:12][C:13]2[CH:14]=[CH:15][C:16]([O:30]C(=O)C)=[C:17]([CH:29]=2)[C:18]([NH:20][C:21]2[CH:26]=[CH:25][C:24]([C:27]#[N:28])=[CH:23][CH:22]=2)=[O:19])[C:7](=[O:11])[C:8]=1[O:9][CH3:10].C(=O)([O-])O.[Na+]. (4) The reactants are: [N:1]1([C:7]2[CH:12]=[CH:11][N:10]3[N:13]=[C:14]([C:26]4[CH:31]=[CH:30][CH:29]=[CH:28][CH:27]=4)[C:15]([C:16]4[CH:17]=[CH:18][C:19](=[O:25])[N:20]([CH:22]([CH3:24])[CH3:23])[N:21]=4)=[C:9]3[CH:8]=2)[CH2:6][CH2:5][NH:4][CH2:3][CH2:2]1.Cl.[CH3:33][N:34]([CH3:39])[CH2:35][C:36](O)=[O:37].C(N(CC)C(C)C)(C)C.ON1C2C=CC=CC=2N=N1.Cl.C(N=C=NCCCN(C)C)C. Given the product [CH3:33][N:34]([CH2:35][C:36]([N:4]1[CH2:3][CH2:2][N:1]([C:7]2[CH:12]=[CH:11][N:10]3[N:13]=[C:14]([C:26]4[CH:27]=[CH:28][CH:29]=[CH:30][CH:31]=4)[C:15]([C:16]4[CH:17]=[CH:18][C:19](=[O:25])[N:20]([CH:22]([CH3:24])[CH3:23])[N:21]=4)=[C:9]3[CH:8]=2)[CH2:6][CH2:5]1)=[O:37])[CH3:39], predict the reactants needed to synthesize it. (5) Given the product [CH3:11][S:8]([C:5]1[N:6]=[CH:7][C:2]([N:13]2[CH2:14][CH2:15][C:16]3([CH2:21][CH2:20][N:19]([C:22]([O:24][C:25]([CH3:28])([CH3:27])[CH3:26])=[O:23])[CH2:18][CH2:17]3)[CH2:12]2)=[CH:3][CH:4]=1)(=[O:10])=[O:9], predict the reactants needed to synthesize it. The reactants are: Br[C:2]1[CH:3]=[CH:4][C:5]([S:8]([CH3:11])(=[O:10])=[O:9])=[N:6][CH:7]=1.[CH2:12]1[C:16]2([CH2:21][CH2:20][N:19]([C:22]([O:24][C:25]([CH3:28])([CH3:27])[CH3:26])=[O:23])[CH2:18][CH2:17]2)[CH2:15][CH2:14][NH:13]1.COC1C=CC=C(OC)C=1C1C=CC=CC=1P(C1CCCCC1)C1CCCCC1.C([O-])([O-])=O.[Cs+].[Cs+].